Predict the product of the given reaction. From a dataset of Forward reaction prediction with 1.9M reactions from USPTO patents (1976-2016). (1) The product is: [CH3:22][O:14][CH2:13][C:3]1[C:2]([F:1])=[C:7]([F:8])[C:6]([CH2:9][OH:10])=[C:5]([F:11])[C:4]=1[F:12]. Given the reactants [F:1][C:2]1[C:7]([F:8])=[C:6]([CH2:9][OH:10])[C:5]([F:11])=[C:4]([F:12])[C:3]=1[CH2:13][OH:14].O.[OH-].[Na+].S(OC)(O[CH3:22])(=O)=O, predict the reaction product. (2) Given the reactants [C:1]([O:4][CH:5]1[CH2:9][CH2:8][C:7](C(OC(=O)C)C)([C:10]([NH:12][CH2:13][C:14]2[CH:19]=[C:18]([C:20]([F:23])([F:22])[F:21])[CH:17]=[CH:16][C:15]=2O)=[O:11])[CH2:6]1)(=[O:3])[CH3:2].[CH2:31]=[O:32].S(O)(C1C=CC(C)=CC=1)(=O)=O.O, predict the reaction product. The product is: [C:1]([O:4][CH:5]1[CH2:9][CH2:8][CH:7]([C:10]([N:12]2[CH2:13][C:14]3[CH:19]=[C:18]([C:20]([F:23])([F:22])[F:21])[CH:17]=[CH:16][C:15]=3[O:32][CH2:31]2)=[O:11])[CH2:6]1)(=[O:3])[CH3:2]. (3) Given the reactants [CH3:1][CH:2]([CH3:13])[CH2:3][CH2:4][C:5]([N:7]1[CH2:12][CH2:11][CH2:10][CH2:9][CH2:8]1)=O.C1(C)C=CC=CC=1.C[SiH](C)O[SiH](C)C, predict the reaction product. The product is: [CH3:1][CH:2]([CH3:13])[CH2:3][CH:4]=[CH:5][N:7]1[CH2:12][CH2:11][CH2:10][CH2:9][CH2:8]1. (4) Given the reactants Cl.[NH2:2][CH2:3][C:4]1[C:5](=[O:14])[NH:6][C:7]2[C:12]([CH:13]=1)=[CH:11][CH:10]=[CH:9][CH:8]=2.CC(N(C)C)=O.C(N(CC)C(C)C)(C)C.Cl[C:31]1[N:36]=[C:35]([N:37]([CH:42]([CH3:44])[CH3:43])[S:38]([CH3:41])(=[O:40])=[O:39])[CH:34]=[CH:33][N:32]=1.C(N(CC)C(C)C)(C)C, predict the reaction product. The product is: [CH:42]([N:37]([C:35]1[CH:34]=[CH:33][N:32]=[C:31]([NH:2][CH2:3][C:4]2[C:5](=[O:14])[NH:6][C:7]3[C:12]([CH:13]=2)=[CH:11][CH:10]=[CH:9][CH:8]=3)[N:36]=1)[S:38]([CH3:41])(=[O:39])=[O:40])([CH3:44])[CH3:43]. (5) The product is: [CH2:18]([O:22][CH2:23][CH2:24][O:25][C:26]1[CH:31]=[CH:30][C:29]([C:32]2[CH:37]=[CH:36][C:35]([N:38]3[CH2:42][CH:41]=[CH:40][CH2:39]3)=[C:34](/[CH:43]=[C:8](\[CH3:9])/[C:6]([O:5][CH2:4][CH3:3])=[O:7])[CH:33]=2)=[CH:28][CH:27]=1)[CH2:19][CH2:20][CH3:21]. Given the reactants [H-].[Na+].[CH3:3][CH2:4][O:5][C:6]([CH:8](P(OCC)(OCC)=O)[CH3:9])=[O:7].[CH2:18]([O:22][CH2:23][CH2:24][O:25][C:26]1[CH:31]=[CH:30][C:29]([C:32]2[CH:37]=[CH:36][C:35]([N:38]3[CH2:42][CH:41]=[CH:40][CH2:39]3)=[C:34]([CH:43]=O)[CH:33]=2)=[CH:28][CH:27]=1)[CH2:19][CH2:20][CH3:21], predict the reaction product. (6) Given the reactants B.C1COCC1.[Cl:7][C:8]1[CH:13]=[C:12]([C:14](O)=[O:15])[CH:11]=[C:10]([CH3:17])[N:9]=1.Cl.C(=O)(O)[O-].[Na+], predict the reaction product. The product is: [Cl:7][C:8]1[CH:13]=[C:12]([CH2:14][OH:15])[CH:11]=[C:10]([CH3:17])[N:9]=1. (7) The product is: [S:16]([OH:19])([OH:18])(=[O:17])=[O:15].[CH2:1]([O:4][C:5]1[CH:10]=[CH:9][C:8]([NH2:11])=[CH:7][CH:6]=1)[C:2]#[CH:3]. Given the reactants [CH2:1]([O:4][C:5]1[CH:10]=[CH:9][C:8]([NH:11]C(=O)C)=[CH:7][CH:6]=1)[C:2]#[CH:3].[OH:15][S:16]([OH:19])(=[O:18])=[O:17], predict the reaction product.